Dataset: Forward reaction prediction with 1.9M reactions from USPTO patents (1976-2016). Task: Predict the product of the given reaction. (1) Given the reactants [CH3:1][C:2]1[CH:3]=[C:4]([CH:11]=[O:12])[CH:5]=[C:6]2[C:10]=1[NH:9][N:8]=[CH:7]2.C(N(CC)CC)C.[CH3:20][Si:21]([CH3:29])([CH3:28])[CH2:22][CH2:23][S:24](Cl)(=[O:26])=[O:25], predict the reaction product. The product is: [CH3:1][C:2]1[C:10]2[C:6](=[CH:7][N:8]([S:24]([CH2:23][CH2:22][Si:21]([CH3:29])([CH3:28])[CH3:20])(=[O:26])=[O:25])[N:9]=2)[CH:5]=[C:4]([CH:11]=[O:12])[CH:3]=1. (2) Given the reactants [CH2:1]([Li])[CH2:2][CH2:3]C.[CH:6](=[O:8])[CH3:7].[O:9]1[CH2:13][CH2:12][CH2:11][CH2:10]1, predict the reaction product. The product is: [CH3:1][CH2:2][CH2:3][CH:6]([CH3:7])[CH3:10].[C:10]([O:9][CH2:13][CH3:12])(=[O:8])[CH3:11]. (3) The product is: [CH3:15][O:16][C:17]([CH:19]([P:30]([O:34][CH3:35])([O:32][CH3:33])=[O:31])[O:20][C@@H:21]1[CH2:25][C@H:24]([N:7]2[CH:14]=[CH:13][C:11]([NH2:12])=[N:10][C:8]2=[O:9])[CH:23]=[CH:22]1)=[O:18]. Given the reactants C(=O)([O-])[O-].[Na+].[Na+].[NH:7]1[CH:14]=[CH:13][C:11]([NH2:12])=[N:10][C:8]1=[O:9].[CH3:15][O:16][C:17]([CH:19]([P:30]([O:34][CH3:35])([O:32][CH3:33])=[O:31])[O:20][C@H:21]1[CH2:25][C@@H:24](OC(=O)C)[CH:23]=[CH:22]1)=[O:18].C1(P(C2C=CC=CC=2)CCCCP(C2C=CC=CC=2)C2C=CC=CC=2)C=CC=CC=1, predict the reaction product. (4) Given the reactants C(N(CC)CC)C.[CH:8]([C:10]1[C:18]2[C:13](=[CH:14][CH:15]=[CH:16][CH:17]=2)[N:12](C(OC(C)(C)C)=O)[CH:11]=1)=[O:9].[CH3:26][O:27][C:28]1[CH:29]=[C:30]([N:34]=[CH:35][C:36]2[CH:37]=[CH:38][C:39]([NH:42][CH3:43])=[N:40][CH:41]=2)[CH:31]=[CH:32][CH:33]=1, predict the reaction product. The product is: [NH:12]1[C:13]2[C:18](=[CH:17][CH:16]=[CH:15][CH:14]=2)[C:10]([C:8](=[O:9])[CH:35]([NH:34][C:30]2[CH:31]=[CH:32][CH:33]=[C:28]([O:27][CH3:26])[CH:29]=2)[C:36]2[CH:41]=[N:40][C:39]([NH:42][CH3:43])=[CH:38][CH:37]=2)=[CH:11]1. (5) Given the reactants [CH3:1][C:2]1[O:3][C:4]2[CH:10]=[CH:9][C:8]([NH2:11])=[CH:7][C:5]=2[N:6]=1.[F:12][C:13]([F:24])([F:23])[C:14]1[N:19]=[CH:18][C:17]([CH2:20][C:21]#N)=[CH:16][CH:15]=1.C([O:28][C:29](=O)[C@H:30]([C:32]1[CH:37]=[CH:36][CH:35]=[CH:34][CH:33]=1)[OH:31])(=O)C, predict the reaction product. The product is: [OH:31][C@@H:30]([C:32]1[CH:37]=[CH:36][CH:35]=[CH:34][CH:33]=1)[C:29]([N:11]([C:8]1[CH:9]=[CH:10][C:4]2[O:3][C:2]([CH3:1])=[N:6][C:5]=2[CH:7]=1)[CH2:21][CH2:20][C:17]1[CH:18]=[N:19][C:14]([C:13]([F:24])([F:23])[F:12])=[CH:15][CH:16]=1)=[O:28].